This data is from Reaction yield outcomes from USPTO patents with 853,638 reactions. The task is: Predict the reaction yield, written as a fraction of the theoretical maximum amount of product (1.0 means a 100% yield; for example, 0.34 means a 34% yield). The reactants are [CH2:1]([O:8][C:9](=[O:14])[NH:10][CH2:11][CH2:12][OH:13])[C:2]1[CH:7]=[CH:6][CH:5]=[CH:4][CH:3]=1.CCN(C(C)C)C(C)C. The catalyst is C(Cl)Cl.CS(C)=O. The product is [CH2:1]([O:8][C:9](=[O:14])[NH:10][CH2:11][CH:12]=[O:13])[C:2]1[CH:7]=[CH:6][CH:5]=[CH:4][CH:3]=1. The yield is 0.820.